Task: Predict which catalyst facilitates the given reaction.. Dataset: Catalyst prediction with 721,799 reactions and 888 catalyst types from USPTO Product: [F:45][C:42]([F:43])([F:44])[S:39]([O:18][C:17]1[C:8]([CH2:1][C:2]2[CH:3]=[CH:4][CH:5]=[CH:6][CH:7]=2)=[C:9]2[C:14](=[CH:15][CH:16]=1)[N:13]([CH3:19])[C:12](=[O:20])[N:11]([CH2:15][CH2:16][CH2:17][OH:18])[C:10]2=[O:26])(=[O:40])=[O:41]. Reactant: [CH2:1]([C:8]1[C:17]([OH:18])=[CH:16][CH:15]=[C:14]2[C:9]=1[C:10](=[O:26])[N:11](CCCCO)[C:12](=[O:20])[N:13]2[CH3:19])[C:2]1[CH:7]=[CH:6][CH:5]=[CH:4][CH:3]=1.[F:43][C:42]([F:45])([F:44])[S:39](N([S:39]([C:42]([F:45])([F:44])[F:43])(=[O:41])=[O:40])C1C=CC=CC=1)(=[O:41])=[O:40]. The catalyst class is: 34.